This data is from Reaction yield outcomes from USPTO patents with 853,638 reactions. The task is: Predict the reaction yield, written as a fraction of the theoretical maximum amount of product (1.0 means a 100% yield; for example, 0.34 means a 34% yield). (1) The reactants are CS(O[CH2:6][CH2:7][N:8]1[CH:12]=[C:11]([C:13]2[CH:18]=[C:17]([C:19]([O:21]C)=[O:20])[CH:16]=[CH:15][N:14]=2)[N:10]=[CH:9]1)(=O)=O.[F:23][C:24]([F:34])([F:33])[C:25]1[CH:32]=[CH:31][CH:30]=[CH:29][C:26]=1[CH2:27][NH2:28]. No catalyst specified. The product is [F:23][C:24]([F:33])([F:34])[C:25]1[CH:32]=[CH:31][CH:30]=[CH:29][C:26]=1[CH2:27][NH:28][CH2:6][CH2:7][N:8]1[CH:12]=[C:11]([C:13]2[CH:18]=[C:17]([C:19]([OH:21])=[O:20])[CH:16]=[CH:15][N:14]=2)[N:10]=[CH:9]1. The yield is 0.0600. (2) The reactants are [CH2:1]([O:8][C:9](=[O:15])[NH:10][C@H:11]([CH2:13][OH:14])[CH3:12])[C:2]1[CH:7]=[CH:6][CH:5]=[CH:4][CH:3]=1.[Si:16](Cl)([C:29]([CH3:32])([CH3:31])[CH3:30])([C:23]1[CH:28]=[CH:27][CH:26]=[CH:25][CH:24]=1)[C:17]1[CH:22]=[CH:21][CH:20]=[CH:19][CH:18]=1.N1C=CN=C1. The catalyst is CN(C)C=O. The product is [CH2:1]([O:8][C:9](=[O:15])[NH:10][C@@H:11]([CH3:12])[CH2:13][O:14][Si:16]([C:29]([CH3:32])([CH3:31])[CH3:30])([C:23]1[CH:24]=[CH:25][CH:26]=[CH:27][CH:28]=1)[C:17]1[CH:22]=[CH:21][CH:20]=[CH:19][CH:18]=1)[C:2]1[CH:7]=[CH:6][CH:5]=[CH:4][CH:3]=1. The yield is 1.00. (3) The reactants are [F:1][C:2]1[CH:3]=[CH:4][C:5]([O:29][CH3:30])=[C:6]([C:8]([CH3:28])([CH3:27])[CH2:9][C:10](N)([CH2:15][C:16]2[C:25]3[C:20](=[CH:21][CH:22]=[CH:23][CH:24]=3)[N:19]=[CH:18][CH:17]=2)[C:11]([F:14])([F:13])[F:12])[CH:7]=1.C=O.[C:33](O)(=O)C.[C:37]([BH3-])#[N:38].[Na+]. The catalyst is C(#N)C. The product is [F:1][C:2]1[CH:3]=[CH:4][C:5]([O:29][CH3:30])=[C:6]([C:8]([CH3:28])([CH3:27])[CH2:9][C:10]([N:38]([CH3:37])[CH3:33])([CH2:15][C:16]2[C:25]3[C:20](=[CH:21][CH:22]=[CH:23][CH:24]=3)[N:19]=[CH:18][CH:17]=2)[C:11]([F:14])([F:13])[F:12])[CH:7]=1. The yield is 0.280. (4) The reactants are [H-].[H-].[H-].[H-].[Li+].[Al+3].[F:7][C:8]1[CH:9]=[C:10]2[N:15]([C:16]=1[C:17]#[N:18])[CH:14]=[CH:13][CH:12]=[CH:11]2. The catalyst is CCOCC. The product is [F:7][C:8]1[CH:9]=[C:10]2[N:15]([C:16]=1[CH2:17][NH2:18])[CH:14]=[CH:13][CH:12]=[CH:11]2. The yield is 0.850. (5) The reactants are Cl.[CH3:2][O:3][C:4]1[CH:5]=[C:6]2[C:11](=[CH:12][CH:13]=1)[C:10]([C:14]1[CH:27]=[CH:26][C:17]([O:18][CH2:19][CH2:20][N:21]3[CH2:25][CH2:24][CH2:23][CH2:22]3)=[CH:16][CH:15]=1)=[C:9]([C:28]1[CH:33]=[CH:32][CH:31]=[CH:30][CH:29]=1)[CH2:8][CH2:7]2. The product is [CH3:2][O:3][C:4]1[CH:5]=[C:6]2[C:11](=[CH:12][CH:13]=1)[C@@H:10]([C:14]1[CH:27]=[CH:26][C:17]([O:18][CH2:19][CH2:20][N:21]3[CH2:25][CH2:24][CH2:23][CH2:22]3)=[CH:16][CH:15]=1)[C@@H:9]([C:28]1[CH:33]=[CH:32][CH:31]=[CH:30][CH:29]=1)[CH2:8][CH2:7]2. The catalyst is CCO.CO.[OH-].[OH-].[Pd+2]. The yield is 0.900. (6) The reactants are C1COCC1.[CH3:6][O:7][C:8]1[C:13]2[CH2:14][CH2:15][C@@H:16]3[C@H:21]([C:12]=2[CH:11]=[CH:10][C:9]=1[O:23][CH3:24])[CH2:20][NH:19][C:18](=O)[CH2:17]3.[ClH:25]. The catalyst is CCOCC.CCO. The product is [ClH:25].[CH3:6][O:7][C:8]1[C:13]2[CH2:14][CH2:15][C@@H:16]3[C@H:21]([C:12]=2[CH:11]=[CH:10][C:9]=1[O:23][CH3:24])[CH2:20][NH:19][CH2:18][CH2:17]3. The yield is 0.596.